This data is from NCI-60 drug combinations with 297,098 pairs across 59 cell lines. The task is: Regression. Given two drug SMILES strings and cell line genomic features, predict the synergy score measuring deviation from expected non-interaction effect. (1) Drug 1: CC12CCC3C(C1CCC2=O)CC(=C)C4=CC(=O)C=CC34C. Drug 2: C1=NNC2=C1C(=O)NC=N2. Cell line: NCI-H522. Synergy scores: CSS=68.0, Synergy_ZIP=-1.22, Synergy_Bliss=0.00185, Synergy_Loewe=-1.39, Synergy_HSA=-0.149. (2) Drug 2: CCN(CC)CCNC(=O)C1=C(NC(=C1C)C=C2C3=C(C=CC(=C3)F)NC2=O)C. Synergy scores: CSS=2.09, Synergy_ZIP=0.0753, Synergy_Bliss=3.04, Synergy_Loewe=2.67, Synergy_HSA=1.69. Drug 1: CS(=O)(=O)CCNCC1=CC=C(O1)C2=CC3=C(C=C2)N=CN=C3NC4=CC(=C(C=C4)OCC5=CC(=CC=C5)F)Cl. Cell line: SK-MEL-5. (3) Drug 1: CN(C)N=NC1=C(NC=N1)C(=O)N. Drug 2: CC=C1C(=O)NC(C(=O)OC2CC(=O)NC(C(=O)NC(CSSCCC=C2)C(=O)N1)C(C)C)C(C)C. Cell line: HOP-62. Synergy scores: CSS=47.7, Synergy_ZIP=-1.36, Synergy_Bliss=-4.64, Synergy_Loewe=-78.5, Synergy_HSA=-7.12. (4) Drug 1: C1=CC(=C2C(=C1NCCNCCO)C(=O)C3=C(C=CC(=C3C2=O)O)O)NCCNCCO. Drug 2: C1=CC=C(C(=C1)C(C2=CC=C(C=C2)Cl)C(Cl)Cl)Cl. Cell line: RPMI-8226. Synergy scores: CSS=40.5, Synergy_ZIP=5.56, Synergy_Bliss=3.56, Synergy_Loewe=-33.7, Synergy_HSA=3.18. (5) Cell line: SNB-19. Synergy scores: CSS=9.23, Synergy_ZIP=-8.39, Synergy_Bliss=-8.93, Synergy_Loewe=-8.57, Synergy_HSA=-8.18. Drug 2: CCCCC(=O)OCC(=O)C1(CC(C2=C(C1)C(=C3C(=C2O)C(=O)C4=C(C3=O)C=CC=C4OC)O)OC5CC(C(C(O5)C)O)NC(=O)C(F)(F)F)O. Drug 1: CC1C(C(CC(O1)OC2CC(CC3=C2C(=C4C(=C3O)C(=O)C5=C(C4=O)C(=CC=C5)OC)O)(C(=O)C)O)N)O.Cl. (6) Drug 1: C1=CC(=CC=C1CC(C(=O)O)N)N(CCCl)CCCl.Cl. Drug 2: C(=O)(N)NO. Cell line: HCT-15. Synergy scores: CSS=17.4, Synergy_ZIP=-3.77, Synergy_Bliss=2.34, Synergy_Loewe=-14.1, Synergy_HSA=-1.82. (7) Drug 1: CC1C(C(=O)NC(C(=O)N2CCCC2C(=O)N(CC(=O)N(C(C(=O)O1)C(C)C)C)C)C(C)C)NC(=O)C3=C4C(=C(C=C3)C)OC5=C(C(=O)C(=C(C5=N4)C(=O)NC6C(OC(=O)C(N(C(=O)CN(C(=O)C7CCCN7C(=O)C(NC6=O)C(C)C)C)C)C(C)C)C)N)C. Drug 2: CC1=CC=C(C=C1)C2=CC(=NN2C3=CC=C(C=C3)S(=O)(=O)N)C(F)(F)F. Cell line: A498. Synergy scores: CSS=9.41, Synergy_ZIP=0.679, Synergy_Bliss=2.96, Synergy_Loewe=5.60, Synergy_HSA=5.23.